This data is from Catalyst prediction with 721,799 reactions and 888 catalyst types from USPTO. The task is: Predict which catalyst facilitates the given reaction. (1) Reactant: Cl.[C:2]1([CH3:17])[CH:7]=[C:6]([CH3:8])[CH:5]=[C:4]([CH3:9])[C:3]=1[C:10]1[C:11]([CH3:16])=[N:12][NH:13][C:14]=1[NH2:15].[C:18]([C:20](=[C:26](OCC)[CH3:27])[C:21]([O:23][CH2:24][CH3:25])=[O:22])#[N:19]. Product: [NH2:19][C:18]1[N:13]2[N:12]=[C:11]([CH3:16])[C:10]([C:3]3[C:4]([CH3:9])=[CH:5][C:6]([CH3:8])=[CH:7][C:2]=3[CH3:17])=[C:14]2[N:15]=[C:26]([CH3:27])[C:20]=1[C:21]([O:23][CH2:24][CH3:25])=[O:22]. The catalyst class is: 5. (2) Reactant: [CH:1](NC(C)C)(C)C.C([Li])CCC.[Cl:13][C:14]1[CH:15]=[N:16][CH:17]=[C:18]([Cl:20])[CH:19]=1.CI. Product: [Cl:13][C:14]1[C:15]([CH3:1])=[N:16][CH:17]=[C:18]([Cl:20])[CH:19]=1. The catalyst class is: 20. (3) Reactant: [Br:1][C:2]1[CH:10]=[C:9]2[C:5]([CH2:6][CH2:7][CH:8]2[OH:11])=[CH:4][CH:3]=1.N1C(C)=CC=CC=1C.[CH:20]([Si:23](OS(C(F)(F)F)(=O)=O)([CH:27]([CH3:29])[CH3:28])[CH:24]([CH3:26])[CH3:25])([CH3:22])[CH3:21].Cl. Product: [Br:1][C:2]1[CH:10]=[C:9]2[C:5]([CH2:6][CH2:7][CH:8]2[O:11][Si:23]([CH:27]([CH3:29])[CH3:28])([CH:24]([CH3:26])[CH3:25])[CH:20]([CH3:22])[CH3:21])=[CH:4][CH:3]=1. The catalyst class is: 2. (4) Reactant: [H-].[Na+].[F:3][C:4]([F:14])([F:13])[C:5]([C:9]([F:12])([F:11])[F:10])([CH3:8])[CH2:6][OH:7].[Cl:15][C:16]1[CH:21]=[C:20](Cl)[N:19]=[CH:18][N:17]=1.[Cl-].[NH4+]. The catalyst class is: 7. Product: [Cl:15][C:16]1[CH:21]=[C:20]([O:7][CH2:6][C:5]([C:9]([F:11])([F:10])[F:12])([C:4]([F:13])([F:14])[F:3])[CH3:8])[N:19]=[CH:18][N:17]=1. (5) Reactant: [C:1]([O:4][C:5]1[CH:10]=[CH:9][C:8]([C:11]2[CH:16]=[CH:15][C:14]([N+:17]([O-])=O)=[CH:13][CH:12]=2)=[CH:7][CH:6]=1)(=[O:3])[CH3:2]. Product: [C:1]([O:4][C:5]1[CH:6]=[CH:7][C:8]([C:11]2[CH:16]=[CH:15][C:14]([NH2:17])=[CH:13][CH:12]=2)=[CH:9][CH:10]=1)(=[O:3])[CH3:2]. The catalyst class is: 63. (6) Reactant: [C:1]([O:5][C:6]([NH:8][CH:9]([CH2:13][CH2:14][C:15]([F:18])([F:17])[F:16])[C:10](O)=[O:11])=[O:7])([CH3:4])([CH3:3])[CH3:2].CN1CCOCC1.ClC(OCC(C)C)=O.[BH4-].[Na+]. Product: [C:1]([O:5][C:6](=[O:7])[NH:8][CH:9]([CH2:13][CH2:14][C:15]([F:17])([F:18])[F:16])[CH2:10][OH:11])([CH3:4])([CH3:2])[CH3:3]. The catalyst class is: 299. (7) Reactant: Cl[CH:2]1[CH2:7][CH2:6][CH2:5][CH2:4][C:3]1=O.[C:9]([NH:12][C:13]([NH2:15])=[NH:14])(=[O:11])[CH3:10]. Product: [NH:14]1[C:3]2[CH2:4][CH2:5][CH2:6][CH2:7][C:2]=2[N:15]=[C:13]1[NH:12][C:9](=[O:11])[CH3:10]. The catalyst class is: 23. (8) Reactant: C(OC(=O)[NH:7][C:8]1[CH:13]=[C:12]([O:14][CH2:15][CH3:16])[C:11]([C:17]([F:20])([F:19])[F:18])=[CH:10][C:9]=1[NH:21][C:22](=[O:40])[CH2:23][C:24]([C:26]1[CH:31]=[CH:30][CH:29]=[C:28]([C:32]2[CH:33]=[N:34][C:35]([CH3:39])=[CH:36][C:37]=2[CH3:38])[CH:27]=1)=O)(C)(C)C.C(O)(C(F)(F)F)=O. Product: [CH3:38][C:37]1[CH:36]=[C:35]([CH3:39])[N:34]=[CH:33][C:32]=1[C:28]1[CH:27]=[C:26]([C:24]2[CH2:23][C:22](=[O:40])[NH:21][C:9]3[CH:10]=[C:11]([C:17]([F:20])([F:19])[F:18])[C:12]([O:14][CH2:15][CH3:16])=[CH:13][C:8]=3[N:7]=2)[CH:31]=[CH:30][CH:29]=1. The catalyst class is: 2.